From a dataset of NCI-60 drug combinations with 297,098 pairs across 59 cell lines. Regression. Given two drug SMILES strings and cell line genomic features, predict the synergy score measuring deviation from expected non-interaction effect. (1) Drug 1: C1CC(=O)NC(=O)C1N2CC3=C(C2=O)C=CC=C3N. Drug 2: C1=CC=C(C=C1)NC(=O)CCCCCCC(=O)NO. Cell line: KM12. Synergy scores: CSS=38.5, Synergy_ZIP=7.69, Synergy_Bliss=10.4, Synergy_Loewe=-3.36, Synergy_HSA=12.8. (2) Drug 1: C1CCN(CC1)CCOC2=CC=C(C=C2)C(=O)C3=C(SC4=C3C=CC(=C4)O)C5=CC=C(C=C5)O. Drug 2: COC1=C(C=C2C(=C1)N=CN=C2NC3=CC(=C(C=C3)F)Cl)OCCCN4CCOCC4. Cell line: OVCAR-8. Synergy scores: CSS=32.4, Synergy_ZIP=-5.64, Synergy_Bliss=0.327, Synergy_Loewe=-1.20, Synergy_HSA=1.14. (3) Drug 1: COC1=C(C=C2C(=C1)N=CN=C2NC3=CC(=C(C=C3)F)Cl)OCCCN4CCOCC4. Drug 2: CCC1(CC2CC(C3=C(CCN(C2)C1)C4=CC=CC=C4N3)(C5=C(C=C6C(=C5)C78CCN9C7C(C=CC9)(C(C(C8N6C)(C(=O)OC)O)OC(=O)C)CC)OC)C(=O)OC)O.OS(=O)(=O)O. Cell line: A549. Synergy scores: CSS=45.1, Synergy_ZIP=8.88, Synergy_Bliss=8.98, Synergy_Loewe=11.7, Synergy_HSA=12.3. (4) Drug 1: CC1=C2C(C(=O)C3(C(CC4C(C3C(C(C2(C)C)(CC1OC(=O)C(C(C5=CC=CC=C5)NC(=O)OC(C)(C)C)O)O)OC(=O)C6=CC=CC=C6)(CO4)OC(=O)C)OC)C)OC. Drug 2: CC1=C2C(C(=O)C3(C(CC4C(C3C(C(C2(C)C)(CC1OC(=O)C(C(C5=CC=CC=C5)NC(=O)C6=CC=CC=C6)O)O)OC(=O)C7=CC=CC=C7)(CO4)OC(=O)C)O)C)OC(=O)C. Cell line: SW-620. Synergy scores: CSS=52.2, Synergy_ZIP=-3.99, Synergy_Bliss=-6.60, Synergy_Loewe=-7.80, Synergy_HSA=-2.84. (5) Cell line: SR. Synergy scores: CSS=60.4, Synergy_ZIP=-1.40, Synergy_Bliss=-2.72, Synergy_Loewe=-6.35, Synergy_HSA=-2.35. Drug 1: CCC1=C2CN3C(=CC4=C(C3=O)COC(=O)C4(CC)O)C2=NC5=C1C=C(C=C5)O. Drug 2: CCN(CC)CCCC(C)NC1=C2C=C(C=CC2=NC3=C1C=CC(=C3)Cl)OC. (6) Drug 1: CC1C(C(CC(O1)OC2CC(CC3=C2C(=C4C(=C3O)C(=O)C5=C(C4=O)C(=CC=C5)OC)O)(C(=O)C)O)N)O.Cl. Drug 2: CC1=C(C(=O)C2=C(C1=O)N3CC4C(C3(C2COC(=O)N)OC)N4)N. Cell line: T-47D. Synergy scores: CSS=21.7, Synergy_ZIP=-2.78, Synergy_Bliss=3.86, Synergy_Loewe=5.70, Synergy_HSA=6.65.